This data is from Reaction yield outcomes from USPTO patents with 853,638 reactions. The task is: Predict the reaction yield, written as a fraction of the theoretical maximum amount of product (1.0 means a 100% yield; for example, 0.34 means a 34% yield). The reactants are [F:1][C:2]1[CH:10]=[C:9]([C:11]([F:17])([F:16])[C:12]([F:15])([F:14])[F:13])[CH:8]=[CH:7][C:3]=1[C:4](Cl)=[O:5].[NH2:18][C:19]1[CH:31]=[CH:30][C:22]([C:23]([O:25][C:26]([CH3:29])([CH3:28])[CH3:27])=[O:24])=[CH:21][CH:20]=1.N1C=CC=CC=1.O. The catalyst is ClCCl. The product is [F:1][C:2]1[CH:10]=[C:9]([C:11]([F:17])([F:16])[C:12]([F:15])([F:14])[F:13])[CH:8]=[CH:7][C:3]=1[C:4]([NH:18][C:19]1[CH:31]=[CH:30][C:22]([C:23]([O:25][C:26]([CH3:27])([CH3:28])[CH3:29])=[O:24])=[CH:21][CH:20]=1)=[O:5]. The yield is 0.970.